This data is from Reaction yield outcomes from USPTO patents with 853,638 reactions. The task is: Predict the reaction yield, written as a fraction of the theoretical maximum amount of product (1.0 means a 100% yield; for example, 0.34 means a 34% yield). (1) The reactants are [Cl:1][C:2]1[N:3]=[CH:4][C:5]2[CH2:6][CH2:7][CH2:8][C:9](=O)[C:10]=2[CH:11]=1.[C:13](=[O:16])([O-])[O-].[NH4+:17].[NH4+:18].[C-]#N.[K+].S(=O)(O)[O-].[Na+].[CH2:27]([OH:29])C. No catalyst specified. The product is [Cl:1][C:2]1[N:3]=[CH:4][C:5]2[CH2:6][CH2:7][CH2:8][C:9]3([C:27](=[O:29])[NH:18][C:13](=[O:16])[NH:17]3)[C:10]=2[CH:11]=1. The yield is 0.870. (2) The reactants are C([O:3][C:4]([C:6]1[C:7]([CH:11]2[CH2:13][CH2:12]2)=[N:8][O:9][CH:10]=1)=[O:5])C.[OH-].[Na+].Cl. The catalyst is CO.C1COCC1.O. The product is [CH:11]1([C:7]2[C:6]([C:4]([OH:5])=[O:3])=[CH:10][O:9][N:8]=2)[CH2:12][CH2:13]1. The yield is 0.750. (3) The reactants are [C:1]12[C:12]([NH:13][CH:14]3[CH2:19][CH2:18][CH:17]([NH2:20])[CH2:16][CH2:15]3)=[N:11][CH:10]=[N:9][C:8]=1[S:7][C:6]1[CH2:5][CH2:4][CH2:3][C:2]2=1.Br[CH2:22][CH2:23][F:24].CCN(C(C)C)C(C)C. The catalyst is CC#N. The product is [F:24][CH2:23][CH2:22][NH:20][CH:17]1[CH2:18][CH2:19][CH:14]([NH:13][C:12]2[C:1]3[C:2]4[CH2:3][CH2:4][CH2:5][C:6]=4[S:7][C:8]=3[N:9]=[CH:10][N:11]=2)[CH2:15][CH2:16]1. The yield is 0.830.